Dataset: Full USPTO retrosynthesis dataset with 1.9M reactions from patents (1976-2016). Task: Predict the reactants needed to synthesize the given product. (1) Given the product [CH:16]([NH:15][C:6]1[C:5]2[C:10](=[CH:11][C:2]([NH:25][C:26]3[CH:31]=[CH:30][CH:29]=[CH:28][CH:27]=3)=[CH:3][CH:4]=2)[N:9]=[N:8][C:7]=1[C:12]([NH2:14])=[O:13])([CH3:18])[CH3:17], predict the reactants needed to synthesize it. The reactants are: I[C:2]1[CH:11]=[C:10]2[C:5]([C:6]([NH:15][CH:16]([CH3:18])[CH3:17])=[C:7]([C:12]([NH2:14])=[O:13])[N:8]=[N:9]2)=[CH:4][CH:3]=1.CC(C)([O-])C.[Na+].[NH2:25][C:26]1[CH:31]=[CH:30][CH:29]=[CH:28][CH:27]=1. (2) Given the product [CH3:40][N:39]1[C:35]([C:33]([NH:32][C:28]2[CH:27]=[C:26]([C:24]#[C:25][C:2]3[CH:3]=[C:4]([C:8]([N:10]=[S:11]([C:14]4[CH:15]=[C:16]([CH:21]=[CH:22][CH:23]=4)[C:17]([O:19][CH3:20])=[O:18])([CH3:13])=[O:12])=[O:9])[CH:5]=[N:6][CH:7]=3)[CH:31]=[CH:30][CH:29]=2)=[O:34])=[CH:36][C:37]([CH3:41])=[N:38]1, predict the reactants needed to synthesize it. The reactants are: Br[C:2]1[CH:3]=[C:4]([C:8]([N:10]=[S:11]([C:14]2[CH:15]=[C:16]([CH:21]=[CH:22][CH:23]=2)[C:17]([O:19][CH3:20])=[O:18])([CH3:13])=[O:12])=[O:9])[CH:5]=[N:6][CH:7]=1.[C:24]([C:26]1[CH:27]=[C:28]([NH:32][C:33]([C:35]2[N:39]([CH3:40])[N:38]=[C:37]([CH3:41])[CH:36]=2)=[O:34])[CH:29]=[CH:30][CH:31]=1)#[CH:25]. (3) Given the product [NH:38]1[C:39]2[C:35](=[CH:34][C:33]([C:23]3[CH:22]=[CH:21][C:20]([C:13]4[S:14][C:15]([C:16]([O:18][CH3:19])=[O:17])=[C:11]([N:10]([C:8]([C@H:5]5[CH2:6][CH2:7][C@H:2]([CH3:1])[CH2:3][CH2:4]5)=[O:9])[CH:29]([CH3:31])[CH3:30])[CH:12]=4)=[CH:25][CH:24]=3)=[CH:41][CH:40]=2)[CH:36]=[CH:37]1, predict the reactants needed to synthesize it. The reactants are: [CH3:1][C@H:2]1[CH2:7][CH2:6][C@H:5]([C:8]([N:10]([CH:29]([CH3:31])[CH3:30])[C:11]2[CH:12]=[C:13]([C:20]3[CH:25]=[CH:24][C:23](B(O)O)=[CH:22][CH:21]=3)[S:14][C:15]=2[C:16]([O:18][CH3:19])=[O:17])=[O:9])[CH2:4][CH2:3]1.Br[C:33]1[CH:34]=[C:35]2[C:39](=[CH:40][CH:41]=1)[NH:38][CH:37]=[CH:36]2.